From a dataset of Catalyst prediction with 721,799 reactions and 888 catalyst types from USPTO. Predict which catalyst facilitates the given reaction. (1) Reactant: [F:1][C:2]([F:13])([S:9]([O-:12])(=[O:11])=[O:10])[CH:3]([OH:8])[C:4]([F:7])([F:6])[F:5].C([N+](C)(C)C)C1C=CC=CC=1.[Br-].[CH3:26][C:27]1[CH:28]=[C:29]([S+:34]([C:42]2[CH:47]=[C:46]([CH3:48])[CH:45]=[C:44]([CH3:49])[CH:43]=2)[C:35]2[CH:40]=[CH:39][C:38]([F:41])=[CH:37][CH:36]=2)[CH:30]=[C:31]([CH3:33])[CH:32]=1.C(Cl)Cl. Product: [F:13][C:2]([F:1])([S:9]([O-:12])(=[O:10])=[O:11])[CH:3]([OH:8])[C:4]([F:5])([F:7])[F:6].[CH3:48][C:46]1[CH:47]=[C:42]([S+:34]([C:29]2[CH:30]=[C:31]([CH3:33])[CH:32]=[C:27]([CH3:26])[CH:28]=2)[C:35]2[CH:36]=[CH:37][C:38]([F:41])=[CH:39][CH:40]=2)[CH:43]=[C:44]([CH3:49])[CH:45]=1. The catalyst class is: 6. (2) Reactant: [CH3:1][O:2][C:3]1[C:11]2[CH:10]=[C:9]([CH:12]3[CH2:17][CH2:16][N:15]=[C:14]([CH3:18])[CH2:13]3)[S:8][C:7]=2[CH:6]=[CH:5][CH:4]=1.B(F)(F)F.[CH3:23]COCC.[Li]C. Product: [CH3:18][C:14]1([CH3:23])[CH2:13][CH:12]([C:9]2[S:8][C:7]3[CH:6]=[CH:5][CH:4]=[C:3]([O:2][CH3:1])[C:11]=3[CH:10]=2)[CH2:17][CH2:16][NH:15]1. The catalyst class is: 1. (3) Reactant: [F:1][C:2]([F:7])([F:6])[C:3]([OH:5])=[O:4].[N:8]1(C(OC(C)(C)C)=O)[CH2:12][CH2:11][C@@H:10]([C:13]([O:15][CH2:16][C:17]2[CH:22]=[CH:21][CH:20]=[CH:19][CH:18]=2)=[O:14])[CH2:9]1. Product: [F:1][C:2]([F:7])([F:6])[C:3]([OH:5])=[O:4].[NH:8]1[CH2:12][CH2:11][C@@H:10]([C:13]([O:15][CH2:16][C:17]2[CH:22]=[CH:21][CH:20]=[CH:19][CH:18]=2)=[O:14])[CH2:9]1. The catalyst class is: 4. (4) Reactant: [I:1][C:2]1[C:10]2[C:9]([O:11][C@H:12]([CH2:17][C:18]3[CH:23]=[CH:22][CH:21]=[CH:20][CH:19]=3)[C:13]([O:15][CH3:16])=[O:14])=[N:8][CH:7]=[N:6][C:5]=2[S:4][C:3]=1I.[C:25]([CH:27]1[CH2:29][CH2:28]1)#[CH:26]. Product: [CH:27]1([C:25]#[C:26][C:3]2[S:4][C:5]3[N:6]=[CH:7][N:8]=[C:9]([O:11][C@H:12]([CH2:17][C:18]4[CH:23]=[CH:22][CH:21]=[CH:20][CH:19]=4)[C:13]([O:15][CH3:16])=[O:14])[C:10]=3[C:2]=2[I:1])[CH2:29][CH2:28]1. The catalyst class is: 205. (5) Reactant: [CH3:1][O:2][C:3]1[C:8]([NH:9][C:10](=[O:29])[C@@H:11]([NH:19][C:20]2([C:23]3[CH:28]=[CH:27][CH:26]=[CH:25][N:24]=3)[CH2:22][CH2:21]2)[CH2:12][C:13]2[CH:18]=[CH:17][CH:16]=[CH:15][CH:14]=2)=[CH:7][C:6]([C:30]2[N:34](C3CCCCO3)[N:33]=[CH:32][CH:31]=2)=[CH:5][N:4]=1.C(O)(C(F)(F)F)=O. Product: [CH3:1][O:2][C:3]1[C:8]([NH:9][C:10](=[O:29])[C@@H:11]([NH:19][C:20]2([C:23]3[CH:28]=[CH:27][CH:26]=[CH:25][N:24]=3)[CH2:21][CH2:22]2)[CH2:12][C:13]2[CH:14]=[CH:15][CH:16]=[CH:17][CH:18]=2)=[CH:7][C:6]([C:30]2[NH:34][N:33]=[CH:32][CH:31]=2)=[CH:5][N:4]=1. The catalyst class is: 2. (6) Reactant: [CH3:1][N:2]1[C:6]([C:7]2[S:11][CH:10]=[C:9]([C:12]([OH:14])=O)[CH:8]=2)=[CH:5][CH:4]=[N:3]1.[NH2:15][CH:16]([C:29]([CH3:37])([C:31]1[CH:36]=[CH:35][CH:34]=[CH:33][CH:32]=1)[CH3:30])[CH2:17][N:18]1[C:26](=[O:27])[C:25]2[C:20](=[CH:21][CH:22]=[CH:23][CH:24]=2)[C:19]1=[O:28].C1CN([P+](Br)(N2CCCC2)N2CCCC2)CC1.F[P-](F)(F)(F)(F)F.C(N(C(C)C)CC)(C)C. Product: [O:28]=[C:19]1[C:20]2[C:25](=[CH:24][CH:23]=[CH:22][CH:21]=2)[C:26](=[O:27])[N:18]1[CH2:17][CH:16]([NH:15][C:12]([C:9]1[CH:8]=[C:7]([C:6]2[N:2]([CH3:1])[N:3]=[CH:4][CH:5]=2)[S:11][CH:10]=1)=[O:14])[C:29]([CH3:30])([C:31]1[CH:36]=[CH:35][CH:34]=[CH:33][CH:32]=1)[CH3:37]. The catalyst class is: 22. (7) Reactant: I.FC1C=CC=CC=1[C@H:9]1[C@@H:13]([C:14]2[CH:19]=[CH:18][CH:17]=[CH:16][C:15]=2[F:20])[NH:12][C:11]([S:21][CH3:22])=[N:10]1.[C:23]([O:27][C:28](O[C:28]([O:27][C:23]([CH3:26])([CH3:25])[CH3:24])=[O:29])=[O:29])([CH3:26])([CH3:25])[CH3:24].C(N(CC)CC)C. Product: [F:20][C:15]1[CH:16]=[CH:17][CH:18]=[CH:19][C:14]=1[CH:13]1[CH2:9][N:10]([C:28]([O:27][C:23]([CH3:26])([CH3:25])[CH3:24])=[O:29])[C:11]([S:21][CH3:22])=[N:12]1. The catalyst class is: 119. (8) The catalyst class is: 5. Product: [C:17]([O:16][C:14]([NH:13][CH2:12][C:5]1([C:3]([OH:4])=[O:2])[C:7]2([CH2:11][CH2:10][CH2:9][CH2:8]2)[CH2:6]1)=[O:15])([CH3:20])([CH3:18])[CH3:19]. Reactant: C[O:2][C:3]([C:5]1([CH2:12][NH:13][C:14]([O:16][C:17]([CH3:20])([CH3:19])[CH3:18])=[O:15])[C:7]2([CH2:11][CH2:10][CH2:9][CH2:8]2)[CH2:6]1)=[O:4].O[Li].O.O.